Task: Predict the reactants needed to synthesize the given product.. Dataset: Full USPTO retrosynthesis dataset with 1.9M reactions from patents (1976-2016) (1) Given the product [C:1]([C@@H:5]1[NH:25][C:24](=[O:26])[O:23][CH2:22][CH2:21][CH2:20][CH2:19][CH2:18][C:17]2[N:27]=[C:13]([CH:14]=[CH:15][CH:16]=2)[CH2:12][O:11][C@H:10]2[CH2:28][N:7]([C@H:8]([C:29]([O:31][CH3:32])=[O:30])[CH2:9]2)[C:6]1=[O:33])([CH3:4])([CH3:2])[CH3:3].[C:1]([C@@H:5]1[NH:25][C:24](=[O:26])[O:23][CH2:22][CH2:21][CH2:20][CH2:19][CH2:18][CH:17]2[NH:27][CH:13]([CH2:14][CH2:15][CH2:16]2)[CH2:12][O:11][C@H:10]2[CH2:28][N:7]([C@H:8]([C:29]([O:31][CH3:32])=[O:30])[CH2:9]2)[C:6]1=[O:33])([CH3:4])([CH3:2])[CH3:3], predict the reactants needed to synthesize it. The reactants are: [C:1]([C@@H:5]1[NH:25][C:24](=[O:26])[O:23][CH2:22][CH2:21][CH2:20][CH:19]=[CH:18][C:17]2[N:27]=[C:13]([CH:14]=[CH:15][CH:16]=2)[CH2:12][O:11][C@H:10]2[CH2:28][N:7]([C@H:8]([C:29]([O:31][CH3:32])=[O:30])[CH2:9]2)[C:6]1=[O:33])([CH3:4])([CH3:3])[CH3:2]. (2) Given the product [N:7]1([CH2:15][C:14]#[CH:13])[CH2:12][CH2:11][O:10][CH2:9][CH2:8]1, predict the reactants needed to synthesize it. The reactants are: C(=O)([O-])[O-].[Cs+].[Cs+].[NH:7]1[CH2:12][CH2:11][O:10][CH2:9][CH2:8]1.[CH2:13](Br)[C:14]#[CH:15].